This data is from Reaction yield outcomes from USPTO patents with 853,638 reactions. The task is: Predict the reaction yield, written as a fraction of the theoretical maximum amount of product (1.0 means a 100% yield; for example, 0.34 means a 34% yield). (1) The reactants are [NH2:1][C:2]1[CH:22]=[CH:21][C:5]([O:6][C:7]2[C:12]([Br:13])=[CH:11][C:10]([CH2:14][CH2:15][C:16]([O:18][CH3:19])=[O:17])=[CH:9][C:8]=2[Br:20])=[CH:4][CH:3]=1.Cl[C:24]([O:26][CH2:27][CH3:28])=[O:25].C(N(CC)CC)C.O. The catalyst is O1CCCC1.C(OCC)(=O)C. The product is [CH2:27]([O:26][C:24]([NH:1][C:2]1[CH:3]=[CH:4][C:5]([O:6][C:7]2[C:8]([Br:20])=[CH:9][C:10]([CH2:14][CH2:15][C:16]([O:18][CH3:19])=[O:17])=[CH:11][C:12]=2[Br:13])=[CH:21][CH:22]=1)=[O:25])[CH3:28]. The yield is 0.660. (2) The reactants are [Cl:1][C:2]([Cl:9])([Cl:8])[CH2:3][O:4][C:5](Cl)=[O:6].[C:10]([C:14]1[CH:15]=[C:16]([NH2:31])[N:17]([C:19]2[CH:24]=[CH:23][CH:22]=[C:21]([N:25]3[CH2:30][CH2:29][O:28][CH2:27][CH2:26]3)[CH:20]=2)[N:18]=1)([CH3:13])([CH3:12])[CH3:11].CCN(C(C)C)C(C)C. The catalyst is C1COCC1.O. The product is [Cl:1][C:2]([Cl:9])([Cl:8])[CH2:3][O:4][C:5](=[O:6])[NH:31][C:16]1[N:17]([C:19]2[CH:24]=[CH:23][CH:22]=[C:21]([N:25]3[CH2:30][CH2:29][O:28][CH2:27][CH2:26]3)[CH:20]=2)[N:18]=[C:14]([C:10]([CH3:11])([CH3:12])[CH3:13])[CH:15]=1. The yield is 0.460. (3) The reactants are Br[C:2]1[CH:3]=[C:4]2[C:8](=[C:9]([C:11]([NH2:13])=[O:12])[CH:10]=1)[NH:7][CH:6]=[C:5]2[CH:14]1[CH2:18][CH2:17][S:16](=[O:20])(=[O:19])[CH2:15]1.CC1(C)C(C)(C)OB([C:29]2[CH:30]=[C:31]([CH2:34][N:35]3[CH2:41][CH2:40][CH2:39][CH2:38][CH2:37][CH2:36]3)[S:32][CH:33]=2)O1.C(=O)([O-])[O-].[K+].[K+]. The catalyst is O1CCOCC1.O.C1C=CC(P(C2C=CC=CC=2)[C-]2C=CC=C2)=CC=1.C1C=CC(P(C2C=CC=CC=2)[C-]2C=CC=C2)=CC=1.Cl[Pd]Cl.[Fe+2]. The product is [O:19]=[S:16]1(=[O:20])[CH2:17][CH2:18][CH:14]([C:5]2[C:4]3[C:8](=[C:9]([C:11]([NH2:13])=[O:12])[CH:10]=[C:2]([C:29]4[CH:30]=[C:31]([CH2:34][N:35]5[CH2:36][CH2:37][CH2:38][CH2:39][CH2:40][CH2:41]5)[S:32][CH:33]=4)[CH:3]=3)[NH:7][CH:6]=2)[CH2:15]1. The yield is 0.280. (4) The reactants are B.[NH2:2][C:3]1[CH:4]=[CH:5][C:6]([S:13][CH:14]([CH3:16])[CH3:15])=[C:7]([CH:12]=1)[C:8]([NH:10][CH3:11])=O.Cl. The catalyst is C1COCC1. The product is [CH:14]([S:13][C:6]1[CH:5]=[CH:4][C:3]([NH2:2])=[CH:12][C:7]=1[CH2:8][NH:10][CH3:11])([CH3:16])[CH3:15]. The yield is 1.00.